Dataset: NCI-60 drug combinations with 297,098 pairs across 59 cell lines. Task: Regression. Given two drug SMILES strings and cell line genomic features, predict the synergy score measuring deviation from expected non-interaction effect. Synergy scores: CSS=8.87, Synergy_ZIP=-2.54, Synergy_Bliss=1.66, Synergy_Loewe=-3.27, Synergy_HSA=-0.291. Drug 2: C(=O)(N)NO. Cell line: SF-268. Drug 1: CNC(=O)C1=CC=CC=C1SC2=CC3=C(C=C2)C(=NN3)C=CC4=CC=CC=N4.